Dataset: Forward reaction prediction with 1.9M reactions from USPTO patents (1976-2016). Task: Predict the product of the given reaction. (1) Given the reactants I[C:2]1[C:6]2=[N:7][CH:8]=[C:9]([C:11]3[C:12]([CH3:17])=[N:13][O:14][C:15]=3[CH3:16])[CH:10]=[C:5]2[N:4]([CH:18]([C:20]2[CH:25]=[CH:24][CH:23]=[CH:22][CH:21]=2)[CH3:19])[CH:3]=1.[O:26]1[CH2:31][CH2:30][CH2:29][CH2:28][CH:27]1[N:32]1[C:36](B(O)O)=[CH:35][C:34]([C:40]([F:43])([F:42])[F:41])=[N:33]1.C(=O)([O-])[O-].[K+].[K+], predict the reaction product. The product is: [CH3:17][C:12]1[C:11]([C:9]2[CH:10]=[C:5]3[N:4]([CH:18]([C:20]4[CH:25]=[CH:24][CH:23]=[CH:22][CH:21]=4)[CH3:19])[CH:3]=[C:2]([C:36]4[N:32]([CH:27]5[CH2:28][CH2:29][CH2:30][CH2:31][O:26]5)[N:33]=[C:34]([C:40]([F:43])([F:41])[F:42])[CH:35]=4)[C:6]3=[N:7][CH:8]=2)=[C:15]([CH3:16])[O:14][N:13]=1. (2) Given the reactants [CH3:1][C:2]12[CH2:22][CH:6]([N:7]([S:9]([C:12]3[CH:21]=[CH:20][C:15]([C:16]([O:18]C)=[O:17])=[CH:14][CH:13]=3)(=[O:11])=[O:10])[CH2:8]1)[CH2:5][C:4]([CH3:24])([CH3:23])[CH2:3]2.[OH-].[Li+], predict the reaction product. The product is: [CH3:1][C:2]12[CH2:22][CH:6]([N:7]([S:9]([C:12]3[CH:21]=[CH:20][C:15]([C:16]([OH:18])=[O:17])=[CH:14][CH:13]=3)(=[O:11])=[O:10])[CH2:8]1)[CH2:5][C:4]([CH3:24])([CH3:23])[CH2:3]2. (3) Given the reactants [CH:1]1([NH:7][C:8]2[C:12]3([CH2:17][CH2:16][NH:15][CH2:14][CH2:13]3)[N:11]([C:18]3[CH:23]=[CH:22][CH:21]=[C:20]([F:24])[CH:19]=3)[C:10](=[O:25])[N:9]=2)[CH2:6][CH2:5][CH2:4][CH2:3][CH2:2]1.CCN(C(C)C)C(C)C.[CH:35]([C:37]1[CH:38]=[C:39]([CH2:43][CH:44]([CH3:47])[C:45]#[N:46])[CH:40]=[CH:41][CH:42]=1)=O.C(O[BH-](OC(=O)C)OC(=O)C)(=O)C.[Na+], predict the reaction product. The product is: [CH:1]1([NH:7][C:8]2[C:12]3([CH2:13][CH2:14][N:15]([CH2:35][C:37]4[CH:38]=[C:39]([CH2:43][CH:44]([CH3:47])[C:45]#[N:46])[CH:40]=[CH:41][CH:42]=4)[CH2:16][CH2:17]3)[N:11]([C:18]3[CH:23]=[CH:22][CH:21]=[C:20]([F:24])[CH:19]=3)[C:10](=[O:25])[N:9]=2)[CH2:2][CH2:3][CH2:4][CH2:5][CH2:6]1.